Predict the reaction yield, written as a fraction of the theoretical maximum amount of product (1.0 means a 100% yield; for example, 0.34 means a 34% yield). From a dataset of Reaction yield outcomes from USPTO patents with 853,638 reactions. The reactants are CC1C=CC(S(N[C@H:12]([C:23]([NH:25][CH2:26][CH2:27][CH2:28][CH2:29][C@H:30]([N:34]([S:39]([C:42]2[CH:47]=[CH:46][C:45]([CH3:48])=[CH:44][CH:43]=2)(=[O:41])=[O:40])[CH2:35][CH:36]([CH3:38])[CH3:37])[C:31]([OH:33])=[O:32])=S)[CH2:13][C:14]2[C:22]3[C:17](=[CH:18][CH:19]=[CH:20][CH:21]=3)[NH:16][CH:15]=2)(=O)=O)=CC=1.[N:49]#[C:50][NH2:51].[NH4+:52].[Cl-]. The catalyst is CO. The product is [CH3:48][C:45]1[CH:46]=[CH:47][C:42]([S:39]([NH:52][C@H:12]([C:23]([NH:49][C:50]#[N:51])=[N:25][CH2:26][CH2:27][CH2:28][CH2:29][C@H:30]([N:34]([S:39]([C:42]2[CH:43]=[CH:44][C:45]([CH3:48])=[CH:46][CH:47]=2)(=[O:40])=[O:41])[CH2:35][CH:36]([CH3:37])[CH3:38])[C:31]([OH:33])=[O:32])[CH2:13][C:14]2[C:22]3[C:17](=[CH:18][CH:19]=[CH:20][CH:21]=3)[NH:16][CH:15]=2)(=[O:41])=[O:40])=[CH:43][CH:44]=1. The yield is 0.650.